The task is: Predict the reaction yield, written as a fraction of the theoretical maximum amount of product (1.0 means a 100% yield; for example, 0.34 means a 34% yield).. This data is from Reaction yield outcomes from USPTO patents with 853,638 reactions. (1) The catalyst is N1C=CC=CC=1.CN(C1C=CN=CC=1)C.C(OCC)(=O)C. The yield is 0.510. The product is [Br:1][C:2]1[CH:3]=[C:4]([S:8]([NH:11][C:12](=[O:14])[CH3:13])(=[O:9])=[O:10])[CH:5]=[CH:6][CH:7]=1. The reactants are [Br:1][C:2]1[CH:3]=[C:4]([S:8]([NH2:11])(=[O:10])=[O:9])[CH:5]=[CH:6][CH:7]=1.[C:12](OC(=O)C)(=[O:14])[CH3:13]. (2) The reactants are [F:1][C:2]([C:5]1[CH:9]=[C:8]([NH2:10])[O:7][N:6]=1)([CH3:4])[CH3:3].C(=O)([O-])[O-].[K+].[K+].Cl[C:18]([O:20][C:21]1[CH:26]=[CH:25][C:24]([Cl:27])=[CH:23][CH:22]=1)=[O:19]. The catalyst is C1COCC1. The product is [F:1][C:2]([C:5]1[CH:9]=[C:8]([NH:10][C:18](=[O:19])[O:20][C:21]2[CH:26]=[CH:25][C:24]([Cl:27])=[CH:23][CH:22]=2)[O:7][N:6]=1)([CH3:4])[CH3:3]. The yield is 0.710. (3) The reactants are CCN(C(C)C)C(C)C.C1C=CC2N(O)N=NC=2C=1.CCN=C=NCCCN(C)C.[F:31][C:32]1[CH:37]=[CH:36][CH:35]=[CH:34][C:33]=1[N:38]1[CH:42]=[C:41]([C:43]([OH:45])=O)[N:40]=[N:39]1.Cl.[NH2:47][CH2:48][C:49]([N:51]1[CH2:56][CH2:55][N:54]([C:57](=[O:69])[C:58]2[CH:63]=[C:62]([F:64])[CH:61]=[CH:60][C:59]=2[C:65]([F:68])([F:67])[F:66])[CH2:53][CH2:52]1)=[O:50].FC1C=CC(C(F)(F)F)=C(C=1)C(O)=O. The catalyst is CN(C=O)C.O. The product is [F:64][C:62]1[CH:61]=[CH:60][C:59]([C:65]([F:67])([F:66])[F:68])=[C:58]([CH:63]=1)[C:57]([N:54]1[CH2:55][CH2:56][N:51]([C:49](=[O:50])[CH2:48][NH:47][C:43]([C:41]2[N:40]=[N:39][N:38]([C:33]3[CH:34]=[CH:35][CH:36]=[CH:37][C:32]=3[F:31])[CH:42]=2)=[O:45])[CH2:52][CH2:53]1)=[O:69]. The yield is 0.510. (4) The reactants are [CH3:1][C:2]1[CH:3]=[N:4][CH:5]=[C:6]([CH:10]=1)[C:7](Cl)=[O:8].C[C:12]1[CH:13]=[N:14][CH:15]=[C:16]([CH:20]=1)C(O)=O.C([N:23]([CH2:26]C)CC)C.C[N:29](C)C=O. The catalyst is ClCCl. The product is [N:14]1[CH:13]=[CH:12][CH:20]=[CH:16][C:15]=1[C:26]1[N:23]=[C:7]([C:6]2[CH:5]=[N:4][CH:3]=[C:2]([CH3:1])[CH:10]=2)[O:8][N:29]=1. The yield is 0.470. (5) The reactants are [F:1][C:2]([F:12])([F:11])[C:3]1[N:4]=[C:5]([C:8]([OH:10])=O)[S:6][CH:7]=1.[NH2:13][C:14]1[C:19]([Cl:20])=[C:18]([O:21][CH3:22])[CH:17]=[CH:16][C:15]=1[C:23](=[O:25])[CH3:24].C(C1C(NC(C2SCC(C(F)(F)F)N=2)=O)=C(C)C(OC)=CC=1)(=O)C. No catalyst specified. The product is [C:23]([C:15]1[C:14]([NH:13][C:8]([C:5]2[S:6][CH:7]=[C:3]([C:2]([F:1])([F:12])[F:11])[N:4]=2)=[O:10])=[C:19]([Cl:20])[C:18]([O:21][CH3:22])=[CH:17][CH:16]=1)(=[O:25])[CH3:24]. The yield is 0.650.